Dataset: Forward reaction prediction with 1.9M reactions from USPTO patents (1976-2016). Task: Predict the product of the given reaction. (1) Given the reactants [Br:1][C:2]1[C:3]([NH:9][CH2:10][C:11]([O:13]CC)=[O:12])=[N:4][CH:5]=[C:6]([Br:8])[N:7]=1.[OH-].[Na+:17].O, predict the reaction product. The product is: [Br:1][C:2]1[C:3]([NH:9][CH2:10][C:11]([O-:13])=[O:12])=[N:4][CH:5]=[C:6]([Br:8])[N:7]=1.[Na+:17]. (2) Given the reactants [C:1]([C:3]1[C:4]([F:9])=[N:5][CH:6]=[CH:7][CH:8]=1)#[N:2], predict the reaction product. The product is: [NH2:2][CH2:1][C:3]1[C:4]([F:9])=[N:5][CH:6]=[CH:7][CH:8]=1. (3) The product is: [CH3:1][CH2:2][C:3]1[C:4]([CH3:45])=[C:5]2[NH:22][C:21]=1[CH:20]=[C:19]1[C:23]([CH3:32])=[C:24]3[C:25]([CH2:27][C:16]([C:17]3=[N:18]1)=[C:15]1[C@@H:33]([CH2:36][CH2:37][C:38]([OH:40])=[O:39])[C@H:34]([CH3:35])[C:13]([NH:14]1)=[CH:12][C:10]1=[N:11][C:7]([C:8]([CH:43]=[CH2:44])=[C:9]1[CH3:42])=[CH:6]2)=[O:26]. Given the reactants [CH3:1][CH2:2][C:3]1[C:21]2=[N:22][C:5](=[CH:6][C:7]3[NH:11][C:10]([CH:12]=[C:13]4[CH:34]([CH3:35])[CH:33]([CH2:36][CH2:37][C:38]([O:40]C)=[O:39])[C:15]([C:16]5[CH:27](C(OC)=O)[C:25](=[O:26])[C:24]6[C:17]=5[NH:18][C:19]([C:23]=6[CH3:32])=[CH:20]2)=[N:14]4)=[C:9]([CH3:42])[C:8]=3[CH:43]=[CH2:44])[C:4]=1[CH3:45].CCC1C(C)=C2NC=1C=C1N=C3C(C(C(C(OC)=O)C3=C3N=C(C=C4NC(=C2)C(C=C)=C4C)C(C)C3CCC(OC)=O)=O)=C1C, predict the reaction product. (4) Given the reactants Br[C:2]1[C:10]([CH3:11])=[CH:9][CH:8]=[CH:7][C:3]=1[C:4]([OH:6])=[O:5].BrC1C=CC=CC=1C(O)=O.[SH:22][C:23]1[CH:31]=[CH:30][CH:29]=[CH:28][C:24]=1[C:25]([OH:27])=[O:26], predict the reaction product. The product is: [C:25]([C:24]1[CH:28]=[CH:29][CH:30]=[CH:31][C:23]=1[S:22][C:2]1[C:10]([CH3:11])=[CH:9][CH:8]=[CH:7][C:3]=1[C:4]([OH:6])=[O:5])([OH:27])=[O:26]. (5) The product is: [Cl:50][C:4]1[CH:5]=[CH:6][C:1]([N:7]2[C:36](=[O:38])[C:25]3[S:26][CH:27]=[C:28]([C:29]4[CH:34]=[CH:33][CH:32]=[CH:31][C:30]=4[CH3:35])[C:24]=3[N:23]=[CH:12]2)=[CH:2][CH:3]=1. Given the reactants [C:1]1([N:7]2[C:12](=O)C3SC=C(C4C=CC=CC=4)C=3N=C2)[CH:6]=[CH:5][CH:4]=[CH:3][CH:2]=1.[NH2:23][C:24]1[C:28]([C:29]2[CH:34]=[CH:33][CH:32]=[CH:31][C:30]=2[CH3:35])=[CH:27][S:26][C:25]=1[C:36]([O:38]C)=O.C(OCC)(OCC)OCC.[Cl:50]C1C=CC(N)=CC=1, predict the reaction product. (6) Given the reactants C[CH2:2][N:3]([CH:7]([CH3:9])C)[CH:4]([CH3:6])[CH3:5].CN(C([O:17]N1N=NC2C=CC=NC1=2)=[N+](C)C)C.F[P-](F)(F)(F)(F)F.[Cl:34][C:35]1[CH:55]=[CH:54][CH:53]=[CH:52][C:36]=1[C:37]([NH:39][C@H:40]1[C:48]2[C:43](=[CH:44][CH:45]=C(C(O)=O)[CH:47]=2)[CH2:42][CH2:41]1)=[O:38].CNC1C[CH2:62][N:61]([C:64]([O:66][C:67]([CH3:70])([CH3:69])[CH3:68])=[O:65])[CH2:60]C1, predict the reaction product. The product is: [Cl:34][C:35]1[CH:55]=[CH:54][CH:53]=[CH:52][C:36]=1[C:37]([NH:39][C@H:40]1[C:48]2[C:43](=[CH:44][CH:45]=[C:9]([C:7]([N:3]([CH:4]3[CH2:5][CH2:62][N:61]([C:64]([O:66][C:67]([CH3:70])([CH3:69])[CH3:68])=[O:65])[CH2:60][CH2:6]3)[CH3:2])=[O:17])[CH:47]=2)[CH2:42][CH2:41]1)=[O:38]. (7) Given the reactants Cl[C:2]1[N:11]=[C:10]([NH:12][CH2:13][CH:14]([C:21]2[CH:26]=[CH:25][CH:24]=[CH:23][CH:22]=2)[C:15]2[CH:20]=[CH:19][CH:18]=[CH:17][CH:16]=2)[C:9]2[C:4](=[CH:5][CH:6]=[CH:7][CH:8]=2)[N:3]=1.[C:27]1([S:33]([N:36]2[C:44]3[C:39](=[CH:40][C:41](B(O)O)=[CH:42][CH:43]=3)[CH:38]=[CH:37]2)(=[O:35])=[O:34])[CH:32]=[CH:31][CH:30]=[CH:29][CH:28]=1.C(NC1C2C(=CC=CC=2)N=C(C2SC3C=CC=CC=3C=2)N=1)(C1C=CC=CC=1)C1C=CC=CC=1, predict the reaction product. The product is: [C:15]1([CH:14]([C:21]2[CH:26]=[CH:25][CH:24]=[CH:23][CH:22]=2)[CH2:13][NH:12][C:10]2[C:9]3[C:4](=[CH:5][CH:6]=[CH:7][CH:8]=3)[N:3]=[C:2]([C:41]3[CH:40]=[C:39]4[C:44](=[CH:43][CH:42]=3)[N:36]([S:33]([C:27]3[CH:32]=[CH:31][CH:30]=[CH:29][CH:28]=3)(=[O:35])=[O:34])[CH:37]=[CH:38]4)[N:11]=2)[CH:20]=[CH:19][CH:18]=[CH:17][CH:16]=1.